This data is from Reaction yield outcomes from USPTO patents with 853,638 reactions. The task is: Predict the reaction yield, written as a fraction of the theoretical maximum amount of product (1.0 means a 100% yield; for example, 0.34 means a 34% yield). The reactants are CN(C)[CH:3]=[O:4].P(Cl)(Cl)(Cl)=O.[Cl:11][C:12]1[N:17]2[N:18]=[C:19]([C:21]3[CH:26]=[CH:25][C:24]([F:27])=[CH:23][CH:22]=3)[CH:20]=[C:16]2[CH:15]=[CH:14][CH:13]=1.O. The catalyst is ClCCl. The product is [Cl:11][C:12]1[N:17]2[N:18]=[C:19]([C:21]3[CH:26]=[CH:25][C:24]([F:27])=[CH:23][CH:22]=3)[C:20]([CH:3]=[O:4])=[C:16]2[CH:15]=[CH:14][CH:13]=1. The yield is 0.950.